Task: Predict the reactants needed to synthesize the given product.. Dataset: Full USPTO retrosynthesis dataset with 1.9M reactions from patents (1976-2016) Given the product [Br:1][C:2]1[N:7]=[CH:6][C:5]([NH:8][CH3:9])=[C:4]([NH2:10])[CH:3]=1, predict the reactants needed to synthesize it. The reactants are: [Br:1][C:2]1[N:7]=[CH:6][C:5]([NH:8][CH3:9])=[C:4]([N+:10]([O-])=O)[CH:3]=1.O.NN.